From a dataset of Reaction yield outcomes from USPTO patents with 853,638 reactions. Predict the reaction yield, written as a fraction of the theoretical maximum amount of product (1.0 means a 100% yield; for example, 0.34 means a 34% yield). (1) The yield is 0.285. The catalyst is C1COCC1. The product is [C:12]([C:14]1[CH:22]=[CH:21][C:17]([C:18]([O:3][CH2:4][C:5]2[C:6](=[O:11])[NH:7][CH:8]=[CH:9][CH:10]=2)=[O:19])=[CH:16][CH:15]=1)#[N:13]. The reactants are [H-].[Na+].[OH:3][CH2:4][C:5]1[C:6](=[O:11])[NH:7][CH:8]=[CH:9][CH:10]=1.[C:12]([C:14]1[CH:22]=[CH:21][C:17]([C:18](Cl)=[O:19])=[CH:16][CH:15]=1)#[N:13]. (2) The reactants are CC1(C)[O:6][C:5](=[CH:7][C:8]([N:10]([CH2:13][C:14]2[CH:19]=[CH:18][C:17]([F:20])=[CH:16][CH:15]=2)[O:11][CH3:12])=[O:9])[C:4](=[O:21])O1.[C:23]1([CH3:33])[CH:28]=[CH:27][C:26]([S:29]([NH2:32])(=[O:31])=[O:30])=[CH:25][CH:24]=1.[H-].[Na+]. The catalyst is C1COCC1. The product is [F:20][C:17]1[CH:16]=[CH:15][C:14]([CH2:13][N:10]([O:11][CH3:12])[C:8](=[O:9])[CH:7]=[C:5]([OH:6])[C:4](=[O:21])[NH:32][S:29]([C:26]2[CH:27]=[CH:28][C:23]([CH3:33])=[CH:24][CH:25]=2)(=[O:30])=[O:31])=[CH:19][CH:18]=1. The yield is 0.190. (3) The reactants are C1COCC1.[C:6]([C:10]1[C:15]([F:16])=[CH:14][C:13]([CH:17]2[CH2:19][CH:18]2[C:20]([O:22]CC)=[O:21])=[CH:12][C:11]=1[F:25])([CH3:9])([CH3:8])[CH3:7].[OH-].[Na+]. The catalyst is CO. The product is [C:6]([C:10]1[C:11]([F:25])=[CH:12][C:13]([CH:17]2[CH2:19][CH:18]2[C:20]([OH:22])=[O:21])=[CH:14][C:15]=1[F:16])([CH3:9])([CH3:7])[CH3:8]. The yield is 0.880. (4) The reactants are [Br:1][C:2]1[C:3]([NH:9][CH2:10][CH2:11][CH2:12][N:13](C)[C:14](=O)OC(C)(C)C)=[N:4][C:5]([Cl:8])=[N:6][CH:7]=1.FC(F)(F)C(O)=O. The catalyst is C(Cl)Cl. The product is [Br:1][C:2]1[C:3]([NH:9][CH2:10][CH2:11][CH2:12][NH:13][CH3:14])=[N:4][C:5]([Cl:8])=[N:6][CH:7]=1. The yield is 0.820. (5) The reactants are [O:1]=[CH:2][C@@H:3]([C@@H:5]([C@@H:7]([CH2:9][OH:10])[OH:8])[OH:6])[OH:4].CO[C:13](OC)([CH3:15])[CH3:14].C1(C)C=CC(S(O)(=O)=O)=CC=1. The catalyst is CN(C=O)C. The product is [CH3:14][C:13]1([CH3:15])[O:6][CH:5]2[C@@H:7]([CH2:9][OH:10])[O:8][CH:2]([OH:1])[C@H:3]2[O:4]1. The yield is 0.510. (6) The reactants are [C:1]([O:6][CH2:7][CH3:8])(=[O:5])[C:2]([CH3:4])=[O:3].N1C=CC=CC=1.[C:15](Cl)(=[O:23])[CH2:16][CH2:17][CH2:18][CH2:19][CH2:20][CH2:21][CH3:22].C(=O)([O-])O.[Na+]. The catalyst is C(OCC)C. The product is [C:15]([O:3][C:2](=[CH2:4])[C:1]([O:6][CH2:7][CH3:8])=[O:5])(=[O:23])[CH2:16][CH2:17][CH2:18][CH2:19][CH2:20][CH2:21][CH3:22]. The yield is 0.340.